Dataset: Forward reaction prediction with 1.9M reactions from USPTO patents (1976-2016). Task: Predict the product of the given reaction. (1) The product is: [F:29][C:26]1[CH:27]=[CH:28][C:23]([CH2:22][NH:21][C:20]([C:8]2[C:9](=[O:19])[C:10]([O:11][CH2:12][C:13]3[CH:14]=[CH:15][CH:16]=[CH:17][CH:18]=3)=[C:5]3[C:3](=[O:2])[N:34]4[C@@H:35]([CH2:43][CH:44]([CH3:45])[CH3:47])[CH2:36][CH2:37][N:38]([CH2:39][CH:40]([CH3:41])[CH3:42])[C@@H:32]4[CH2:31][N:6]3[CH:7]=2)=[O:30])=[CH:24][CH:25]=1. Given the reactants C[O:2][C:3]([C:5]1[N:6]([CH2:31][CH:32]=O)[CH:7]=[C:8]([C:20](=[O:30])[NH:21][CH2:22][C:23]2[CH:28]=[CH:27][C:26]([F:29])=[CH:25][CH:24]=2)[C:9](=[O:19])[C:10]=1[O:11][CH2:12][C:13]1[CH:18]=[CH:17][CH:16]=[CH:15][CH:14]=1)=O.[NH2:34][C@@H:35]([CH2:43][CH2:44][CH2:45]C)[CH2:36][CH2:37][NH:38][CH2:39][CH:40]([CH3:42])[CH3:41].[C:47](O)(=O)C, predict the reaction product. (2) Given the reactants [O:1]1[CH2:6][CH2:5][C:4](=[O:7])[CH2:3][CH2:2]1.CN(C)P(N(C)C)(N(C)C)=O.[CH:19]([N-]C(C)C)(C)[CH3:20].[Li+].ICC, predict the reaction product. The product is: [CH2:19]([CH:3]1[C:4](=[O:7])[CH2:5][CH2:6][O:1][CH2:2]1)[CH3:20]. (3) Given the reactants Cl[C:2]1[C:7]([C:8]#[N:9])=[CH:6][N:5]=[C:4]([S:10][CH3:11])[N:3]=1.[CH:12]1([C:15]([NH2:18])([CH3:17])[CH3:16])[CH2:14][CH2:13]1.CCN(C(C)C)C(C)C.O, predict the reaction product. The product is: [CH:12]1([C:15]([NH:18][C:2]2[C:7]([C:8]#[N:9])=[CH:6][N:5]=[C:4]([S:10][CH3:11])[N:3]=2)([CH3:17])[CH3:16])[CH2:14][CH2:13]1. (4) Given the reactants [OH:1][CH2:2][C:3]1[CH:4]=[C:5]([S:19]([NH2:22])(=[O:21])=[O:20])[CH:6]=[CH:7][C:8]=1[O:9][C:10]1[CH:15]=[CH:14][C:13]([S:16][CH3:17])=[C:12]([CH3:18])[CH:11]=1.CC(OI1(OC(C)=O)(OC(C)=O)OC(=O)C2C=CC=CC1=2)=O, predict the reaction product. The product is: [CH:2]([C:3]1[CH:4]=[C:5]([S:19]([NH2:22])(=[O:20])=[O:21])[CH:6]=[CH:7][C:8]=1[O:9][C:10]1[CH:15]=[CH:14][C:13]([S:16][CH3:17])=[C:12]([CH3:18])[CH:11]=1)=[O:1].